This data is from Catalyst prediction with 721,799 reactions and 888 catalyst types from USPTO. The task is: Predict which catalyst facilitates the given reaction. (1) Reactant: [F:1][C:2]1[CH:7]=[CH:6][CH:5]=[C:4]([F:8])[C:3]=1[N:9]1[C:14]2[N:15]=[C:16](S(C)(=O)=O)[N:17]=[C:18]([C:19]3[CH:20]=[C:21]([CH:26]=[CH:27][C:28]=3[CH3:29])[C:22]([NH:24][CH3:25])=[O:23])[C:13]=2[CH2:12][NH:11][C:10]1=[O:34].[N:35]1([CH:40]2[CH2:45][CH2:44][NH:43][CH2:42][CH2:41]2)[CH2:39][CH2:38][CH2:37][CH2:36]1. Product: [NH4+:9].[OH-:23].[F:1][C:2]1[CH:7]=[CH:6][CH:5]=[C:4]([F:8])[C:3]=1[N:9]1[C:14]2[N:15]=[C:16]([N:43]3[CH2:44][CH2:45][CH:40]([N:35]4[CH2:39][CH2:38][CH2:37][CH2:36]4)[CH2:41][CH2:42]3)[N:17]=[C:18]([C:19]3[CH:20]=[C:21]([CH:26]=[CH:27][C:28]=3[CH3:29])[C:22]([NH:24][CH3:25])=[O:23])[C:13]=2[CH2:12][NH:11][C:10]1=[O:34]. The catalyst class is: 1. (2) Reactant: [C:1]([O:5][C:6]([N:8]1[CH2:12][C:11](=[O:13])[CH2:10][N:9]1[C:14]([O:16][CH2:17][C:18]1[CH:23]=[CH:22][CH:21]=[CH:20][CH:19]=1)=[O:15])=[O:7])([CH3:4])([CH3:3])[CH3:2].CCOCC. Product: [C:1]([O:5][C:6]([N:8]1[CH2:12][CH:11]([OH:13])[CH2:10][N:9]1[C:14]([O:16][CH2:17][C:18]1[CH:23]=[CH:22][CH:21]=[CH:20][CH:19]=1)=[O:15])=[O:7])([CH3:4])([CH3:2])[CH3:3]. The catalyst class is: 7. (3) The catalyst class is: 781. Reactant: [C:1]([C:5]1[CH:9]=[C:8]([NH2:10])[N:7]([C:11]2[CH:16]=[CH:15][C:14]([CH3:17])=[CH:13][CH:12]=2)[N:6]=1)([CH3:4])([CH3:3])[CH3:2].[C:18]([O-])(O)=[O:19].[Na+].ClC(OC(Cl)=O)(Cl)Cl.[NH2:31][C:32]1[C:41]2[C:36](=[CH:37][CH:38]=[CH:39][CH:40]=2)[C:35]([O:42][C:43]([CH3:60])([CH3:59])[CH2:44][C:45]2[CH:50]=[CH:49][N:48]=[C:47]([NH:51][C:52](=[O:58])[O:53][C:54]([CH3:57])([CH3:56])[CH3:55])[CH:46]=2)=[CH:34][CH:33]=1.CCN(C(C)C)C(C)C. Product: [C:1]([C:5]1[CH:9]=[C:8]([NH:10][C:18](=[O:19])[NH:31][C:32]2[C:41]3[C:36](=[CH:37][CH:38]=[CH:39][CH:40]=3)[C:35]([O:42][C:43]([CH3:60])([CH3:59])[CH2:44][C:45]3[CH:50]=[CH:49][N:48]=[C:47]([NH:51][C:52](=[O:58])[O:53][C:54]([CH3:55])([CH3:57])[CH3:56])[CH:46]=3)=[CH:34][CH:33]=2)[N:7]([C:11]2[CH:12]=[CH:13][C:14]([CH3:17])=[CH:15][CH:16]=2)[N:6]=1)([CH3:4])([CH3:3])[CH3:2]. (4) The catalyst class is: 1. Reactant: O=[C:2]1[C:6]2=[CH:7][C:8]3[CH:9]=[C:10]([C:14]#[N:15])[CH:11]=[CH:12][C:13]=3[N:5]2[CH2:4][CH2:3]1.[C:16]([O:20][C:21]([CH:23]=P(C1C=CC=CC=1)(C1C=CC=CC=1)C1C=CC=CC=1)=[O:22])([CH3:19])([CH3:18])[CH3:17]. Product: [C:14]([C:10]1[CH:11]=[CH:12][C:13]2[N:5]3[CH2:4][CH2:3][C:2](=[CH:23][C:21]([O:20][C:16]([CH3:19])([CH3:18])[CH3:17])=[O:22])[C:6]3=[CH:7][C:8]=2[CH:9]=1)#[N:15]. (5) Reactant: BrBr.[C:3]([NH:11][C:12]1[CH:17]=[C:16]([CH2:18][C:19]([C:21]2[CH:26]=[CH:25][C:24]([O:27][CH3:28])=[CH:23][CH:22]=2)=O)[CH:15]=[CH:14][N:13]=1)(=[O:10])[C:4]1[CH:9]=[CH:8][CH:7]=[CH:6][CH:5]=1.[NH2:29][C:30]([NH2:32])=[S:31].C(N(CC)CC)C.C(=O)([O-])O.[Na+]. The catalyst class is: 15. Product: [NH2:32][C:30]1[S:31][C:18]([C:16]2[CH:15]=[CH:14][N:13]=[C:12]([NH:11][C:3](=[O:10])[C:4]3[CH:9]=[CH:8][CH:7]=[CH:6][CH:5]=3)[CH:17]=2)=[C:19]([C:21]2[CH:26]=[CH:25][C:24]([O:27][CH3:28])=[CH:23][CH:22]=2)[N:29]=1. (6) Reactant: [CH2:1]([O:4][C:5]1([CH3:34])[CH2:10][CH2:9][N:8]([C:11]2[N:16]3[N:17]=[C:18]([CH2:20][OH:21])[CH:19]=[C:15]3[N:14]=[C:13]([CH3:22])[C:12]=2[C@H:23]([O:29][C:30]([CH3:33])([CH3:32])[CH3:31])[C:24]([O:26][CH2:27][CH3:28])=[O:25])[CH2:7][CH2:6]1)[CH:2]=[CH2:3].[CH2:35]([C:38]1[CH:43]=[CH:42][CH:41]=[CH:40][C:39]=1O)[CH:36]=[CH2:37].C1C=CC(P(C2C=CC=CC=2)C2C=CC=CC=2)=CC=1.CCOC(/N=N/C(OCC)=O)=O. Product: [CH2:1]([O:4][C:5]1([CH3:34])[CH2:10][CH2:9][N:8]([C:11]2[N:16]3[N:17]=[C:18]([CH2:20][O:21][C:39]4[CH:40]=[CH:41][CH:42]=[CH:43][C:38]=4[CH2:35][CH:36]=[CH2:37])[CH:19]=[C:15]3[N:14]=[C:13]([CH3:22])[C:12]=2[C@H:23]([O:29][C:30]([CH3:33])([CH3:32])[CH3:31])[C:24]([O:26][CH2:27][CH3:28])=[O:25])[CH2:7][CH2:6]1)[CH:2]=[CH2:3]. The catalyst class is: 116.